Dataset: Reaction yield outcomes from USPTO patents with 853,638 reactions. Task: Predict the reaction yield, written as a fraction of the theoretical maximum amount of product (1.0 means a 100% yield; for example, 0.34 means a 34% yield). The reactants are [Cl:1][C:2]1[CH:3]=[C:4]([N:8]2[C:12]3[C:13](=[O:24])[N:14]([C:17]4[CH:22]=[CH:21][C:20](I)=[CH:19][CH:18]=4)[CH2:15][CH2:16][C:11]=3[C:10]([S:25]([CH3:28])(=[O:27])=[O:26])=[N:9]2)[CH:5]=[CH:6][CH:7]=1.[C:29]1(=[O:35])[NH:34][CH2:33][CH2:32][CH2:31][CH2:30]1.C(=O)([O-])[O-].[K+].[K+].N1C2C(=CC=C3C=2N=CC=C3)C=CC=1.[OH-].[NH4+]. The catalyst is ClCCl. The product is [Cl:1][C:2]1[CH:3]=[C:4]([N:8]2[C:12]3[C:13](=[O:24])[N:14]([C:17]4[CH:22]=[CH:21][C:20]([N:34]5[CH2:33][CH2:32][CH2:31][CH2:30][C:29]5=[O:35])=[CH:19][CH:18]=4)[CH2:15][CH2:16][C:11]=3[C:10]([S:25]([CH3:28])(=[O:27])=[O:26])=[N:9]2)[CH:5]=[CH:6][CH:7]=1. The yield is 0.450.